This data is from Catalyst prediction with 721,799 reactions and 888 catalyst types from USPTO. The task is: Predict which catalyst facilitates the given reaction. (1) Reactant: [Br:1][C:2]1[CH:3]=[C:4]([CH:6]=[CH:7][C:8]=1[CH3:9])[NH2:5].C(N(CC)CC)C.[CH3:17][CH:18]([CH3:22])[C:19](Cl)=[O:20]. Product: [Br:1][C:2]1[CH:3]=[C:4]([NH:5][C:19](=[O:20])[CH:18]([CH3:22])[CH3:17])[CH:6]=[CH:7][C:8]=1[CH3:9]. The catalyst class is: 1. (2) Reactant: C(OC([NH:8][CH2:9][CH2:10][CH2:11][CH2:12][CH2:13][C:14]([N:16]([CH3:41])[CH2:17][CH2:18][N:19]1[CH2:24][CH2:23][CH:22]([N:25]([C:29]2[CH:34]=[CH:33][CH:32]=[CH:31][C:30]=2[C:35]2[CH:40]=[CH:39][CH:38]=[CH:37][CH:36]=2)[C:26](=[O:28])[O-:27])[CH2:21][CH2:20]1)=[O:15])=O)(C)(C)C.[ClH:42].O1CCOCC1. Product: [ClH:42].[ClH:42].[NH2:8][CH2:9][CH2:10][CH2:11][CH2:12][CH2:13][C:14]([N:16]([CH3:41])[CH2:17][CH2:18][N:19]1[CH2:20][CH2:21][CH:22]([N:25]([C:29]2[CH:34]=[CH:33][CH:32]=[CH:31][C:30]=2[C:35]2[CH:36]=[CH:37][CH:38]=[CH:39][CH:40]=2)[C:26](=[O:27])[OH:28])[CH2:23][CH2:24]1)=[O:15]. The catalyst class is: 12. (3) Reactant: C[O:2][C:3](=[O:37])[C:4]1[CH:9]=[C:8]([CH3:10])[C:7]([O:11][CH2:12][CH:13]([C:20]2[N:21]([C:29]3[CH:34]=[CH:33][C:32]([Cl:35])=[CH:31][CH:30]=3)[N:22]=[C:23]3[C:28]=2[CH:27]=[CH:26][CH:25]=[CH:24]3)[CH:14]2[CH2:19][CH2:18][CH2:17][CH2:16][CH2:15]2)=[C:6]([CH3:36])[CH:5]=1.[OH-].[Li+]. Product: [Cl:35][C:32]1[CH:31]=[CH:30][C:29]([N:21]2[C:20]([CH:13]([CH:14]3[CH2:19][CH2:18][CH2:17][CH2:16][CH2:15]3)[CH2:12][O:11][C:7]3[C:6]([CH3:36])=[CH:5][C:4]([C:3]([OH:37])=[O:2])=[CH:9][C:8]=3[CH3:10])=[C:28]3[C:23]([CH:24]=[CH:25][CH:26]=[CH:27]3)=[N:22]2)=[CH:34][CH:33]=1. The catalyst class is: 36. (4) Reactant: [C:1]1([CH2:7][CH:8]([OH:10])[CH3:9])[CH:6]=[CH:5][CH:4]=[CH:3][CH:2]=1.CC(OI1(OC(C)=O)(OC(C)=O)OC(=O)C2C=CC=CC1=2)=O.C([O-])(O)=O.[Na+]. Product: [C:1]1([CH2:7][C:8](=[O:10])[CH3:9])[CH:6]=[CH:5][CH:4]=[CH:3][CH:2]=1. The catalyst class is: 2.